From a dataset of Catalyst prediction with 721,799 reactions and 888 catalyst types from USPTO. Predict which catalyst facilitates the given reaction. (1) The catalyst class is: 2. Product: [CH3:1][NH:2][CH:10]1[CH2:14][CH2:13][N:12]([C:15]([C:17]2[CH:18]=[C:19]3[C:23](=[CH:24][CH:25]=2)[NH:22][C:21]([C:26]2[C:35](=[O:36])[NH:34][C:33]4[C:28]([N:27]=2)=[CH:29][CH:30]=[CH:31][CH:32]=4)=[C:20]3[N+:37]([O-:39])=[O:38])=[O:16])[CH2:11]1. Reactant: [CH3:1][N:2]([CH:10]1[CH2:14][CH2:13][N:12]([C:15]([C:17]2[CH:18]=[C:19]3[C:23](=[CH:24][CH:25]=2)[NH:22][C:21]([C:26]2[C:35](=[O:36])[NH:34][C:33]4[C:28](=[CH:29][CH:30]=[CH:31][CH:32]=4)[N:27]=2)=[C:20]3[N+:37]([O-:39])=[O:38])=[O:16])[CH2:11]1)C(=O)OC(C)(C)C.C(O)(C(F)(F)F)=O.C([O-])(O)=O.[Na+]. (2) Reactant: Br[CH2:2][CH2:3][CH2:4][CH2:5][CH2:6][CH2:7][CH2:8][CH2:9][O:10][C:11]1[CH:16]=[CH:15][CH:14]=[C:13]([O:17][CH3:18])[CH:12]=1.[I-:19].[Na+].C(OCCCCCCCCCCN)CCCCC. Product: [I:19][CH2:2][CH2:3][CH2:4][CH2:5][CH2:6][CH2:7][CH2:8][CH2:9][O:10][C:11]1[CH:16]=[CH:15][CH:14]=[C:13]([O:17][CH3:18])[CH:12]=1. The catalyst class is: 21. (3) Reactant: [CH3:1][O:2][C:3](=[O:22])[CH:4]([C:9]1[C:18]2[N:17]([CH3:19])[C:16](=[O:20])[CH:15]=[CH:14][C:13]=2[N:12]=[CH:11][C:10]=1[Cl:21])C(OC)=O.O.[Cl-].[Li+].C(=O)(O)[O-].[Na+]. Product: [CH3:1][O:2][C:3](=[O:22])[CH2:4][C:9]1[C:18]2[N:17]([CH3:19])[C:16](=[O:20])[CH:15]=[CH:14][C:13]=2[N:12]=[CH:11][C:10]=1[Cl:21]. The catalyst class is: 16. (4) Reactant: Cl.[NH2:2][C@H:3]([C:6]([OH:8])=[O:7])[CH2:4][SH:5].C([O-])(=O)C.[K+].CO.[N:16]1[CH:21]=[C:20]([CH:22]=O)[CH:19]=[N:18][CH:17]=1. Product: [N:16]1[CH:21]=[C:20]([C@@H:22]2[NH:2][CH:3]([C:6]([OH:8])=[O:7])[CH2:4][S:5]2)[CH:19]=[N:18][CH:17]=1. The catalyst class is: 6. (5) Reactant: [NH2:1][C:2]1[C:7]([N+:8]([O-:10])=[O:9])=[CH:6][CH:5]=[C:4](Cl)[N:3]=1.[C:12]([O:16][C:17]([N:19]1[CH2:24][CH2:23][NH:22][CH2:21][CH2:20]1)=[O:18])([CH3:15])([CH3:14])[CH3:13].C(=O)([O-])[O-].[K+].[K+].O. Product: [NH2:1][C:2]1[C:7]([N+:8]([O-:10])=[O:9])=[CH:6][C:5]([N:22]2[CH2:21][CH2:20][N:19]([C:17]([O:16][C:12]([CH3:15])([CH3:14])[CH3:13])=[O:18])[CH2:24][CH2:23]2)=[CH:4][N:3]=1. The catalyst class is: 60. (6) Reactant: [CH2:1]([O:8][C:9](=[O:25])[NH:10][C@@H:11]([CH2:23][OH:24])[C:12]([NH:14][C:15]1[CH:20]=[CH:19][C:18]([O:21][CH3:22])=[CH:17][CH:16]=1)=O)[C:2]1[CH:7]=[CH:6][CH:5]=[CH:4][CH:3]=1.S(N1C=CN=C1)(N1C=CN=C1)(=O)=O.[H-].[Na+].CO. Product: [CH2:1]([O:8][C:9](=[O:25])[NH:10][C@H:11]1[CH2:12][N:14]([C:15]2[CH:20]=[CH:19][C:18]([O:21][CH3:22])=[CH:17][CH:16]=2)[C:23]1=[O:24])[C:2]1[CH:7]=[CH:6][CH:5]=[CH:4][CH:3]=1. The catalyst class is: 3. (7) The catalyst class is: 11. Reactant: [N+:1]([C:4]1[CH:12]=[CH:11][C:7]([C:8](Cl)=[O:9])=[CH:6][CH:5]=1)([O-:3])=[O:2].[CH3:13][N:14]([CH3:19])[CH2:15][CH2:16][NH:17][CH3:18]. Product: [CH3:13][N:14]([CH3:19])[CH2:15][CH2:16][N:17]([CH3:18])[C:8](=[O:9])[C:7]1[CH:11]=[CH:12][C:4]([N+:1]([O-:3])=[O:2])=[CH:5][CH:6]=1. (8) Reactant: [Cl:1][C:2]1[CH:3]=[C:4]([C@@H:8]2[C@@H:13]([C:14]3[CH:19]=[CH:18][C:17]([Cl:20])=[CH:16][CH:15]=3)[N:12]([C@@H:21]([CH2:27][CH3:28])[CH2:22][S:23](Cl)(=[O:25])=[O:24])[C:11](=[O:29])[C@@H:10]([CH2:30][C:31]([O:33][CH3:34])=[O:32])[O:9]2)[CH:5]=[CH:6][CH:7]=1.ClC1C=C([C@@H]2[C@@H:47](C3C=CC(Cl)=CC=3)[N:46]([C@@H:55]([CH2:61][CH3:62])[CH2:56]S(Cl)(=O)=O)C(=O)[C@H](CC(OC)=O)O2)C=CC=1.C[C@H]1CCCN1. Product: [Cl:1][C:2]1[CH:3]=[C:4]([C@@H:8]2[C@@H:13]([C:14]3[CH:19]=[CH:18][C:17]([Cl:20])=[CH:16][CH:15]=3)[N:12]([C@@H:21]([CH2:27][CH3:28])[CH2:22][S:23]([N:46]3[CH2:47][CH2:62][CH2:61][C@@H:55]3[CH3:56])(=[O:25])=[O:24])[C:11](=[O:29])[CH:10]([CH2:30][C:31]([O:33][CH3:34])=[O:32])[O:9]2)[CH:5]=[CH:6][CH:7]=1. The catalyst class is: 2. (9) Reactant: [CH2:1]([O:8][C:9]1[CH:18]=[C:17]2[C:12]([CH2:13][CH2:14][NH:15][CH:16]2/[CH:19]=[CH:20]/[C:21]2[CH:26]=[CH:25][C:24]([O:27][CH2:28][C:29]3[CH:34]=[CH:33][CH:32]=[CH:31][CH:30]=3)=[C:23]([O:35][CH3:36])[CH:22]=2)=[CH:11][C:10]=1[O:37][CH3:38])[C:2]1[CH:7]=[CH:6][CH:5]=[CH:4][CH:3]=1.I[CH2:40][CH2:41][CH2:42][CH3:43]. Product: [CH2:1]([O:8][C:9]1[CH:18]=[C:17]2[C:12]([CH2:13][CH2:14][N:15]([CH2:40][CH2:41][CH2:42][CH3:43])[CH:16]2/[CH:19]=[CH:20]/[C:21]2[CH:26]=[CH:25][C:24]([O:27][CH2:28][C:29]3[CH:30]=[CH:31][CH:32]=[CH:33][CH:34]=3)=[C:23]([O:35][CH3:36])[CH:22]=2)=[CH:11][C:10]=1[O:37][CH3:38])[C:2]1[CH:7]=[CH:6][CH:5]=[CH:4][CH:3]=1. The catalyst class is: 31. (10) Reactant: C([Sn](CCCC)(CCCC)[C:6]1[CH:11]=[CH:10][N:9]=[CH:8][CH:7]=1)CCC.Br[C:21]1[CH:22]=[C:23]2[C:27](=[CH:28][CH:29]=1)[C:26](=[O:30])[N:25]([CH2:31][C:32]1[CH:37]=[CH:36][C:35]([CH3:38])=[CH:34][CH:33]=1)[CH2:24]2. The catalyst class is: 109. Product: [CH3:38][C:35]1[CH:34]=[CH:33][C:32]([CH2:31][N:25]2[CH2:24][C:23]3[C:27](=[CH:28][CH:29]=[C:21]([C:8]4[CH:7]=[CH:6][CH:11]=[CH:10][N:9]=4)[CH:22]=3)[C:26]2=[O:30])=[CH:37][CH:36]=1.